Dataset: Catalyst prediction with 721,799 reactions and 888 catalyst types from USPTO. Task: Predict which catalyst facilitates the given reaction. Reactant: [F:1][CH:2]([F:23])[C:3]1[C:8]([C:9]([O:11][CH3:12])=[O:10])=[C:7]([CH2:13][CH:14]2[CH2:16][CH2:15]2)[C:6]([CH2:17][OH:18])=[C:5]([C:19]([F:22])([F:21])[F:20])[N:4]=1.[C:24](Cl)(=[O:31])[C:25]1[CH:30]=[CH:29][CH:28]=[CH:27][CH:26]=1. Product: [C:24]([O:18][CH2:17][C:6]1[C:7]([CH2:13][CH:14]2[CH2:15][CH2:16]2)=[C:8]([C:9]([O:11][CH3:12])=[O:10])[C:3]([CH:2]([F:1])[F:23])=[N:4][C:5]=1[C:19]([F:22])([F:20])[F:21])(=[O:31])[C:25]1[CH:30]=[CH:29][CH:28]=[CH:27][CH:26]=1. The catalyst class is: 66.